Dataset: Catalyst prediction with 721,799 reactions and 888 catalyst types from USPTO. Task: Predict which catalyst facilitates the given reaction. (1) Product: [C:17]([C:3]1[N:4]=[CH:5][C:6]([NH:8][C@H:9]([CH2:13][CH:14]2[CH2:16][CH2:15]2)[C:10]([NH2:12])=[O:11])=[N:7][C:2]=1[NH:28][C:21]1[C:22]2[C:23](=[N:24][CH:25]=[CH:26][CH:27]=2)[S:19][CH:20]=1)#[N:18]. The catalyst class is: 231. Reactant: Cl[C:2]1[N:7]=[C:6]([NH:8][C@H:9]([CH2:13][CH:14]2[CH2:16][CH2:15]2)[C:10]([NH2:12])=[O:11])[CH:5]=[N:4][C:3]=1[C:17]#[N:18].[S:19]1[C:23]2=[N:24][CH:25]=[CH:26][CH:27]=[C:22]2[C:21]([NH2:28])=[CH:20]1.C([O-])([O-])=O.[K+].[K+].C1C=CC(P(C2C(C3C(P(C4C=CC=CC=4)C4C=CC=CC=4)=CC=C4C=3C=CC=C4)=C3C(C=CC=C3)=CC=2)C2C=CC=CC=2)=CC=1. (2) The catalyst class is: 9. Reactant: [CH2:1]([O:3][C:4]([C:6]1[N:7]=[C:8]([C:13]2[CH:18]=[CH:17][CH:16]=[CH:15][CH:14]=2)[S:9][C:10]=1[CH2:11]Br)=[O:5])[CH3:2].[CH2:19]([O:21][C:22](=[O:36])[CH2:23][NH:24][CH2:25][C:26]1[CH:31]=[CH:30][C:29]([O:32][CH3:33])=[CH:28][C:27]=1[O:34][CH3:35])[CH3:20].C(=O)([O-])[O-].[K+].[K+]. Product: [CH2:1]([O:3][C:4]([C:6]1[N:7]=[C:8]([C:13]2[CH:18]=[CH:17][CH:16]=[CH:15][CH:14]=2)[S:9][C:10]=1[CH2:11][N:24]([CH2:25][C:26]1[CH:31]=[CH:30][C:29]([O:32][CH3:33])=[CH:28][C:27]=1[O:34][CH3:35])[CH2:23][C:22]([O:21][CH2:19][CH3:20])=[O:36])=[O:5])[CH3:2].